This data is from Acute oral toxicity (LD50) regression data from Zhu et al.. The task is: Regression/Classification. Given a drug SMILES string, predict its toxicity properties. Task type varies by dataset: regression for continuous values (e.g., LD50, hERG inhibition percentage) or binary classification for toxic/non-toxic outcomes (e.g., AMES mutagenicity, cardiotoxicity, hepatotoxicity). Dataset: ld50_zhu. (1) The compound is COP(=S)(OC)SC(CBr)N1C(=O)c2ccccc2C1=O. The rat oral LD50 is 3.34, given as -log10 of the dose in mol/kg body weight (higher means more acutely toxic). (2) The molecule is CCCC(=O)NP(=O)(OC)SC. The rat oral LD50 is 3.23, given as -log10 of the dose in mol/kg body weight (higher means more acutely toxic). (3) The compound is CCc1ccc(C)cc1O. The rat oral LD50 is 2.41, given as -log10 of the dose in mol/kg body weight (higher means more acutely toxic). (4) The compound is COC1C(C)OC(OC2C=C3CCC4C(CCC5(C)C(c6ccc(=O)oc6)CCC45O)C3(C)CC2)C(O)C1O. The rat oral LD50 is 3.84, given as -log10 of the dose in mol/kg body weight (higher means more acutely toxic).